This data is from Catalyst prediction with 721,799 reactions and 888 catalyst types from USPTO. The task is: Predict which catalyst facilitates the given reaction. Reactant: Cl[C:2]([O:4][CH:5]([CH3:7])[CH3:6])=[O:3].[NH:8]1[CH2:13][CH2:12][CH:11]([C@H:14]2[CH2:16][C@H:15]2[CH2:17][CH2:18][OH:19])[CH2:10][CH2:9]1.C(=O)([O-])[O-].[Cs+].[Cs+]. Product: [OH:19][CH2:18][CH2:17][C@@H:15]1[CH2:16][C@@H:14]1[CH:11]1[CH2:10][CH2:9][N:8]([C:2]([O:4][CH:5]([CH3:7])[CH3:6])=[O:3])[CH2:13][CH2:12]1. The catalyst class is: 10.